This data is from Ames mutagenicity test results for genotoxicity prediction. The task is: Regression/Classification. Given a drug SMILES string, predict its toxicity properties. Task type varies by dataset: regression for continuous values (e.g., LD50, hERG inhibition percentage) or binary classification for toxic/non-toxic outcomes (e.g., AMES mutagenicity, cardiotoxicity, hepatotoxicity). Dataset: ames. The compound is CCCCCCN(N=O)C(=N)N[N+](=O)[O-]. The result is 1 (mutagenic).